Dataset: Reaction yield outcomes from USPTO patents with 853,638 reactions. Task: Predict the reaction yield, written as a fraction of the theoretical maximum amount of product (1.0 means a 100% yield; for example, 0.34 means a 34% yield). (1) The reactants are [CH:1]1[C:13]2[CH:12]([CH2:14][O:15][C:16](ON3C(=O)CCC3=O)=[O:17])[C:11]3[C:6](=[CH:7][CH:8]=[CH:9][CH:10]=3)[C:5]=2[CH:4]=[CH:3][CH:2]=1.[NH2:26][CH2:27][C@H:28]1[CH2:33][CH2:32][C@H:31]([C:34]([OH:36])=[O:35])[CH2:30][CH2:29]1.Cl. The catalyst is O1CCOCC1.C([O-])([O-])=O.[Na+].[Na+]. The product is [CH:1]1[C:13]2[CH:12]([CH2:14][O:15][C:16]([NH:26][CH2:27][C@H:28]3[CH2:29][CH2:30][C@H:31]([C:34]([OH:36])=[O:35])[CH2:32][CH2:33]3)=[O:17])[C:11]3[C:6](=[CH:7][CH:8]=[CH:9][CH:10]=3)[C:5]=2[CH:4]=[CH:3][CH:2]=1. The yield is 0.330. (2) The reactants are COC(=O)[O:4][C:5]1[CH:10]=[C:9]([N+:11]([O-:13])=[O:12])[C:8]([C:14]([CH3:17])([CH3:16])[CH3:15])=[CH:7][C:6]=1[C:18]([CH3:21])([CH3:20])[CH3:19].COC(=O)OC1C([N+]([O-])=O)=CC(C(C)(C)C)=CC=1C(C)(C)C.[OH-].[K+].Cl. The catalyst is CO. The product is [C:18]([C:6]1[CH:7]=[C:8]([C:14]([CH3:16])([CH3:15])[CH3:17])[C:9]([N+:11]([O-:13])=[O:12])=[CH:10][C:5]=1[OH:4])([CH3:19])([CH3:20])[CH3:21]. The yield is 0.290. (3) The reactants are C([Li])CCC.IC1C=CC=CC=1.C(NC(C)C)(C)C.[Cl:20][C:21]1[CH:26]=[CH:25][CH:24]=[CH:23][N:22]=1.[CH:27](N1CCCCC1)=[O:28]. The catalyst is C1COCC1. The product is [Cl:20][C:21]1[N:22]=[CH:23][CH:24]=[CH:25][C:26]=1[CH:27]=[O:28]. The yield is 0.540. (4) The yield is 0.320. The catalyst is C(Cl)(Cl)(Cl)Cl.C(OOC(=O)C1C=CC=CC=1)(=O)C1C=CC=CC=1. The reactants are [Br:1]N1C(=O)CCC1=O.[CH2:9]([O:11][C:12]([C:14]1[CH:19]=[CH:18][CH:17]=[C:16]([CH3:20])[N:15]=1)=[O:13])[CH3:10]. The product is [CH2:9]([O:11][C:12]([C:14]1[CH:19]=[CH:18][CH:17]=[C:16]([CH2:20][Br:1])[N:15]=1)=[O:13])[CH3:10]. (5) The reactants are [NH2:1][C:2]1[C:7]([C:8]#[N:9])=[C:6]([NH:10][C@H:11]([C:13]2[N:17]([CH:18]3[CH2:21][CH:20]([O:22]CC4C=CC=CC=4)[CH2:19]3)[C:16]3[CH:30]=[C:31]([F:34])[CH:32]=[CH:33][C:15]=3[N:14]=2)[CH3:12])[N:5]=[CH:4][N:3]=1.B(Br)(Br)Br. The catalyst is C(Cl)Cl. The product is [NH2:1][C:2]1[C:7]([C:8]#[N:9])=[C:6]([NH:10][C@H:11]([C:13]2[N:17]([CH:18]3[CH2:21][CH:20]([OH:22])[CH2:19]3)[C:16]3[CH:30]=[C:31]([F:34])[CH:32]=[CH:33][C:15]=3[N:14]=2)[CH3:12])[N:5]=[CH:4][N:3]=1. The yield is 0.990. (6) The reactants are C(=O)([O-])[O-].[K+].[K+].[CH3:7][O:8][C:9](=[O:18])[C:10]1[CH:15]=[CH:14][C:13]([OH:16])=[C:12]([OH:17])[CH:11]=1.[CH2:19](Br)[C:20]1[CH:25]=[CH:24][CH:23]=[CH:22][CH:21]=1. The catalyst is CC(C)=O. The product is [CH3:7][O:8][C:9](=[O:18])[C:10]1[CH:15]=[CH:14][C:13]([O:16][CH2:19][C:20]2[CH:25]=[CH:24][CH:23]=[CH:22][CH:21]=2)=[C:12]([O:17][CH2:9][C:10]2[CH:15]=[CH:14][CH:13]=[CH:12][CH:11]=2)[CH:11]=1. The yield is 0.866. (7) The reactants are [OH-].[Li+].[CH2:3]([S:10]([NH:13][CH2:14][CH2:15][C:16]1[CH:33]=[CH:32][C:19]([O:20][CH2:21][C:22]2[CH:31]=[CH:30][CH:29]=[CH:28][C:23]=2[C:24]([O:26]C)=[O:25])=[CH:18][CH:17]=1)(=[O:12])=[O:11])[C:4]1[CH:9]=[CH:8][CH:7]=[CH:6][CH:5]=1. The catalyst is O.C1COCC1. The product is [CH2:3]([S:10]([NH:13][CH2:14][CH2:15][C:16]1[CH:33]=[CH:32][C:19]([O:20][CH2:21][C:22]2[CH:31]=[CH:30][CH:29]=[CH:28][C:23]=2[C:24]([OH:26])=[O:25])=[CH:18][CH:17]=1)(=[O:11])=[O:12])[C:4]1[CH:5]=[CH:6][CH:7]=[CH:8][CH:9]=1. The yield is 0.610.